Predict which catalyst facilitates the given reaction. From a dataset of Catalyst prediction with 721,799 reactions and 888 catalyst types from USPTO. (1) Product: [CH:1]1([CH:7]([NH:18][C:19]2[CH:20]=[CH:21][C:22]([C:23]([NH:35][CH2:34][CH2:33][C:32]([O:31][CH2:29][CH3:30])=[O:36])=[O:24])=[CH:26][CH:27]=2)[C:8]2[O:16][C:15]3[C:10](=[N:11][CH:12]=[CH:13][CH:14]=3)[C:9]=2[CH3:17])[CH2:6][CH2:5][CH2:4][CH2:3][CH2:2]1. Reactant: [CH:1]1([CH:7]([NH:18][C:19]2[CH:27]=[CH:26][C:22]([C:23](O)=[O:24])=[CH:21][CH:20]=2)[C:8]2[O:16][C:15]3[C:10](=[N:11][CH:12]=[CH:13][CH:14]=3)[C:9]=2[CH3:17])[CH2:6][CH2:5][CH2:4][CH2:3][CH2:2]1.Cl.[CH2:29]([O:31][C:32](=[O:36])[CH2:33][CH2:34][NH2:35])[CH3:30].O.ON1C2C=CC=CC=2N=N1.Cl.C(N=C=NCCCN(C)C)C.[Cl-].[NH4+]. The catalyst class is: 289. (2) Reactant: COC1C=CC([N:9]2[C@H:12]([CH:13]=[C:14]([CH3:16])[CH3:15])[C@H:11]([O:17][C:18](=[O:20])[CH3:19])[C:10]2=[O:21])=CC=1. Product: [C:18]([O:17][C@H:11]1[C@@H:12]([CH:13]=[C:14]([CH3:16])[CH3:15])[NH:9][C:10]1=[O:21])(=[O:20])[CH3:19]. The catalyst class is: 47. (3) Reactant: C(NC(C)C)(C)C.[Li]CCCC.[C:13]([O:18][CH2:19][CH3:20])(=[O:17])[CH:14]([CH3:16])[CH3:15].Br[CH2:22][C:23]1[CH:28]=[CH:27][C:26]([CH2:29][C:30]([OH:32])=[O:31])=[CH:25][CH:24]=1.Cl. Product: [CH2:19]([O:18][C:13](=[O:17])[C:14]([CH3:16])([CH3:15])[CH2:22][C:23]1[CH:28]=[CH:27][C:26]([CH2:29][C:30]([OH:32])=[O:31])=[CH:25][CH:24]=1)[CH3:20]. The catalyst class is: 7. (4) Reactant: [CH2:1]([NH:8][CH2:9][CH2:10][C:11]1[CH:16]=[CH:15][C:14]([C:17]2[CH:22]=[CH:21][C:20]([C:23]([O:25][CH3:26])=[O:24])=[CH:19][CH:18]=2)=[CH:13][CH:12]=1)[C:2]1[CH:7]=[CH:6][CH:5]=[CH:4][CH:3]=1.[Cl:27][C:28]1[CH:33]=[CH:32][C:31]([C@@H:34]2[CH2:36][O:35]2)=[CH:30][N:29]=1. Product: [CH2:1]([N:8]([CH2:9][CH2:10][C:11]1[CH:16]=[CH:15][C:14]([C:17]2[CH:18]=[CH:19][C:20]([C:23]([O:25][CH3:26])=[O:24])=[CH:21][CH:22]=2)=[CH:13][CH:12]=1)[CH2:36][C@@H:34]([C:31]1[CH:30]=[N:29][C:28]([Cl:27])=[CH:33][CH:32]=1)[OH:35])[C:2]1[CH:3]=[CH:4][CH:5]=[CH:6][CH:7]=1. The catalyst class is: 8. (5) Reactant: C(OC([N:11]1[CH2:16][CH2:15][CH2:14][CH2:13][CH:12]1[C:17]1[O:18][C:19]([C:22]2[CH:27]=[CH:26][CH:25]=[CH:24][CH:23]=2)=[CH:20][N:21]=1)=O)C1C=CC=CC=1.C[Si](I)(C)C.CO. Product: [C:22]1([C:19]2[O:18][C:17]([CH:12]3[CH2:13][CH2:14][CH2:15][CH2:16][NH:11]3)=[N:21][CH:20]=2)[CH:23]=[CH:24][CH:25]=[CH:26][CH:27]=1. The catalyst class is: 22.